This data is from Peptide-MHC class II binding affinity with 134,281 pairs from IEDB. The task is: Regression. Given a peptide amino acid sequence and an MHC pseudo amino acid sequence, predict their binding affinity value. This is MHC class II binding data. (1) The peptide sequence is FETIVVTVDSLPEFK. The MHC is HLA-DQA10201-DQB10202 with pseudo-sequence HLA-DQA10201-DQB10202. The binding affinity (normalized) is 0.710. (2) The MHC is DRB1_1201 with pseudo-sequence DRB1_1201. The binding affinity (normalized) is 0.329. The peptide sequence is LENDNQLLYNYPGAL. (3) The peptide sequence is SFFEEVPNIIHEAIN. The MHC is DRB1_0404 with pseudo-sequence DRB1_0404. The binding affinity (normalized) is 0.399. (4) The peptide sequence is SNVTFTVNQTSRLLM. The MHC is DRB5_0101 with pseudo-sequence DRB5_0101. The binding affinity (normalized) is 0.703. (5) The peptide sequence is ADVILPIGTRSVETD. The MHC is DRB3_0101 with pseudo-sequence DRB3_0101. The binding affinity (normalized) is 0.399. (6) The MHC is DRB1_0101 with pseudo-sequence DRB1_0101. The binding affinity (normalized) is 0.774. The peptide sequence is NELPSLCMLNNSFYY. (7) The peptide sequence is HYKGSSFHRVIPGFM. The MHC is HLA-DPA10301-DPB10402 with pseudo-sequence HLA-DPA10301-DPB10402. The binding affinity (normalized) is 0.700. (8) The peptide sequence is YDEPMTPGQCNMVVE. The MHC is DRB1_0101 with pseudo-sequence DRB1_0101. The binding affinity (normalized) is 0.438.